This data is from CYP2C19 inhibition data for predicting drug metabolism from PubChem BioAssay. The task is: Regression/Classification. Given a drug SMILES string, predict its absorption, distribution, metabolism, or excretion properties. Task type varies by dataset: regression for continuous measurements (e.g., permeability, clearance, half-life) or binary classification for categorical outcomes (e.g., BBB penetration, CYP inhibition). Dataset: cyp2c19_veith. (1) The molecule is CC(NC(=O)Cn1cnc([N+](=O)[O-])n1)c1ccccc1. The result is 1 (inhibitor). (2) The molecule is N=C(c1ccc2ccccc2c1)c1ccccc1Cc1ccccc1. The result is 1 (inhibitor). (3) The drug is COc1ccc(-n2c(=O)c(C)nc3cnc(N(C)C)nc32)cc1. The result is 0 (non-inhibitor). (4) The drug is O=[N+]([O-])c1cc2c(cc1C=Nc1ccccc1)OCO2. The result is 1 (inhibitor). (5) The molecule is CCN(CC)CCC(=O)Nc1ccc2c(c1)N(C(=O)CN(CC)CC)c1ccccc1CC2.Cl.O. The result is 0 (non-inhibitor). (6) The compound is CCOc1cc(NC(=S)Nc2cccc(OC)c2)c(OCC)cc1NC(=O)c1ccc(C)cc1. The result is 1 (inhibitor). (7) The molecule is CSc1nc(-c2ccc(C)cc2)[nH]c1S(=O)(=O)c1ccccc1. The result is 1 (inhibitor).